Dataset: Full USPTO retrosynthesis dataset with 1.9M reactions from patents (1976-2016). Task: Predict the reactants needed to synthesize the given product. Given the product [CH3:1][N:2]1[CH2:3][CH2:4][CH:5]([CH2:8][CH2:9][CH2:10][NH:11][C:12]([NH2:21])=[NH:13])[CH2:6][CH2:7]1, predict the reactants needed to synthesize it. The reactants are: [CH3:1][N:2]1[CH2:7][CH2:6][CH:5]([CH2:8][CH2:9][CH2:10][N:11](C(OC(C)(C)C)=O)[C:12]([NH:21]C(OC(C)(C)C)=O)=[N:13]C(OC(C)(C)C)=O)[CH2:4][CH2:3]1.Cl.